Dataset: Forward reaction prediction with 1.9M reactions from USPTO patents (1976-2016). Task: Predict the product of the given reaction. (1) Given the reactants C([O:8][C:9]1[CH:10]=[C:11]2[C:19](=[CH:20][CH:21]=1)[NH:18][C:17]1[CH:16]=[CH:15][C:14]([NH:22][CH3:23])=[CH:13][C:12]2=1)C1C=CC=CC=1, predict the reaction product. The product is: [CH3:23][NH:22][C:14]1[CH:13]=[C:12]2[C:17](=[CH:16][CH:15]=1)[NH:18][C:19]1[CH:20]=[CH:21][C:9]([OH:8])=[CH:10][C:11]2=1. (2) The product is: [Br:1][C:2]1[CH:7]=[CH:6][N:5]2[N:8]=[CH:9][C:10]([C:11]([OH:13])=[O:12])=[C:4]2[CH:3]=1. Given the reactants [Br:1][C:2]1[CH:7]=[CH:6][N:5]2[N:8]=[CH:9][C:10]([C:11]([O:13]CC)=[O:12])=[C:4]2[CH:3]=1.[OH-].[K+].Cl, predict the reaction product. (3) Given the reactants [F:1][CH:2]([F:13])[C:3]1[S:4][CH:5]=[C:6]([C:8](OCC)=[O:9])[N:7]=1.[BH4-].[Na+], predict the reaction product. The product is: [F:1][CH:2]([F:13])[C:3]1[S:4][CH:5]=[C:6]([CH2:8][OH:9])[N:7]=1. (4) The product is: [N:33]1([C:20](=[O:21])[CH2:19][CH2:18][C@@H:17]2[C@@H:14]([C:11]3[CH:12]=[CH:13][C:8]([O:7][CH2:6][C:5]4[CH:31]=[CH:32][CH:2]=[CH:3][CH:4]=4)=[CH:9][CH:10]=3)[N:15]([C:24]3[CH:29]=[CH:28][C:27]([F:30])=[CH:26][CH:25]=3)[C:16]2=[O:23])[C:37]2[CH:38]=[CH:39][CH:40]=[CH:41][C:36]=2[N:35]=[N:34]1. Given the reactants Br[C:2]1[CH:32]=[CH:31][C:5]([CH2:6][O:7][C:8]2[CH:13]=[CH:12][C:11]([C@@H:14]3[C@@H:17]([CH2:18][CH2:19][C:20](Cl)=[O:21])[C:16](=[O:23])[N:15]3[C:24]3[CH:29]=[CH:28][C:27]([F:30])=[CH:26][CH:25]=3)=[CH:10][CH:9]=2)=[CH:4][CH:3]=1.[NH:33]1[C:37]2[CH:38]=[CH:39][CH:40]=[CH:41][C:36]=2[N:35]=[N:34]1, predict the reaction product. (5) Given the reactants [NH2:1][C:2]1[N:7]=[C:6](S(C)=O)[C:5]([C:11]#[N:12])=[C:4]([C:13]2[O:14][CH:15]=[C:16]([CH3:18])[CH:17]=2)[N:3]=1.[NH2:19][CH2:20][C:21]1[C:26]([Cl:27])=[CH:25][C:24]([C:28]([F:31])([F:30])[F:29])=[CH:23][N:22]=1, predict the reaction product. The product is: [NH2:1][C:2]1[N:7]=[C:6]([NH:19][CH2:20][C:21]2[C:26]([Cl:27])=[CH:25][C:24]([C:28]([F:31])([F:30])[F:29])=[CH:23][N:22]=2)[C:5]([C:11]#[N:12])=[C:4]([C:13]2[O:14][CH:15]=[C:16]([CH3:18])[CH:17]=2)[N:3]=1. (6) Given the reactants [CH2:1]([N:8]1[C:13](=[O:14])[C:12]([C:15]#[N:16])=[C:11](Cl)[C:10]2[CH:18]=[CH:19][S:20][C:9]1=2)[C:2]1[CH:7]=[CH:6][CH:5]=[CH:4][CH:3]=1.[N:21]1([C:27]([C:29]2[S:30][CH:31]=[CH:32][CH:33]=2)=[O:28])[CH2:26][CH2:25][NH:24][CH2:23][CH2:22]1.C1N2CCN(CC2)C1.[Cl-].[NH4+], predict the reaction product. The product is: [CH2:1]([N:8]1[C:13](=[O:14])[C:12]([C:15]#[N:16])=[C:11]([N:24]2[CH2:25][CH2:26][N:21]([C:27]([C:29]3[S:30][CH:31]=[CH:32][CH:33]=3)=[O:28])[CH2:22][CH2:23]2)[C:10]2[CH:18]=[CH:19][S:20][C:9]1=2)[C:2]1[CH:7]=[CH:6][CH:5]=[CH:4][CH:3]=1.